From a dataset of Full USPTO retrosynthesis dataset with 1.9M reactions from patents (1976-2016). Predict the reactants needed to synthesize the given product. Given the product [F:36][C:37]([F:42])([F:41])[CH2:38][CH2:39][O:40][C:34]1[CH:35]=[CH:16][C:17]([O:18][CH:19]2[CH2:20][CH2:21][N:22]([C:25]([O:27][C:28]([CH3:29])([CH3:30])[CH3:31])=[O:26])[CH2:23][CH2:24]2)=[CH:32][CH:33]=1, predict the reactants needed to synthesize it. The reactants are: N(C(OC(C)C)=O)=NC(OC(C)C)=O.O[C:16]1[CH:35]=[CH:34][CH:33]=[CH:32][C:17]=1[O:18][CH:19]1[CH2:24][CH2:23][N:22]([C:25]([O:27][C:28]([CH3:31])([CH3:30])[CH3:29])=[O:26])[CH2:21][CH2:20]1.[F:36][C:37]([F:42])([F:41])[CH2:38][CH2:39][OH:40].C1(P(C2C=CC=CC=2)C2C=CC=CC=2)C=CC=CC=1.